Dataset: M1 muscarinic receptor antagonist screen with 61,756 compounds. Task: Binary Classification. Given a drug SMILES string, predict its activity (active/inactive) in a high-throughput screening assay against a specified biological target. (1) The molecule is S(=O)(=O)(Nc1cc(cc(c1)C)C)c1cc2[nH]c(=O)[nH]c2cc1. The result is 0 (inactive). (2) The compound is S=c1n(c2c(OC)ccc(OC)c2)c(n[nH]1)c1cc(O)ccc1. The result is 0 (inactive). (3) The molecule is O1C(c2c(CC1)cccc2)CNCc1occc1. The result is 0 (inactive). (4) The result is 0 (inactive). The drug is S(CC(=O)Nn1cnnc1)c1nc(cc(n1)C)C.